From a dataset of Reaction yield outcomes from USPTO patents with 853,638 reactions. Predict the reaction yield, written as a fraction of the theoretical maximum amount of product (1.0 means a 100% yield; for example, 0.34 means a 34% yield). (1) The yield is 0.490. The catalyst is C1COCC1. The reactants are [C:1]([C:5]1[CH:9]=[C:8]([CH2:10][NH:11][C:12](=[O:33])[CH:13]([C:15]2[CH:20]=[CH:19][C:18]([C:21]3([O:24][Si](C(C)(C)C)(C)C)[CH2:23][CH2:22]3)=[C:17]([F:32])[CH:16]=2)[CH3:14])[N:7]([C:34]2[CH:39]=[CH:38][CH:37]=[C:36]([Cl:40])[CH:35]=2)[N:6]=1)([CH3:4])([CH3:3])[CH3:2].CCCC[N+](CCCC)(CCCC)CCCC.[F-]. The product is [C:1]([C:5]1[CH:9]=[C:8]([CH2:10][NH:11][C:12](=[O:33])[CH:13]([C:15]2[CH:20]=[CH:19][C:18]([C:21]3([OH:24])[CH2:23][CH2:22]3)=[C:17]([F:32])[CH:16]=2)[CH3:14])[N:7]([C:34]2[CH:39]=[CH:38][CH:37]=[C:36]([Cl:40])[CH:35]=2)[N:6]=1)([CH3:2])([CH3:3])[CH3:4]. (2) The reactants are [C:1]([C:5]1[CH:10]=[CH:9][CH:8]=[CH:7][C:6]=1[OH:11])([CH3:4])([CH3:3])[CH3:2].C(N(CC)CC)C.[O:19]1CCC[CH2:20]1. No catalyst specified. The product is [C:1]([C:5]1[CH:10]=[CH:9][CH:8]=[C:7]([CH:20]=[O:19])[C:6]=1[OH:11])([CH3:4])([CH3:2])[CH3:3]. The yield is 0.700. (3) The reactants are [Cl:1][C:2]1[CH:7]=[CH:6][N:5]=[C:4]2[CH:8]=[C:9]([Sn](CCCC)(CCCC)CCCC)[S:10][C:3]=12.ClC1C=CN=C2C=C(C3SC=CN=3)SC=12.Br[C:40]1[N:41]=[CH:42][N:43]([CH3:45])[CH:44]=1. No catalyst specified. The product is [Cl:1][C:2]1[CH:7]=[CH:6][N:5]=[C:4]2[CH:8]=[C:9]([C:40]3[N:41]=[CH:42][N:43]([CH3:45])[CH:44]=3)[S:10][C:3]=12. The yield is 0.290. (4) The reactants are [CH3:1][N:2]1[C:6]([C:7](=[N:14][O:15][CH2:16][C:17]2[N:22]=[C:21]([NH2:23])[CH:20]=[CH:19][N:18]=2)[C:8]2[CH:13]=[CH:12][CH:11]=[CH:10][CH:9]=2)=[CH:5][N:4]=[CH:3]1.C(N(CC)CC)C.[CH2:31]([O:36][C:37](Cl)=[O:38])[CH2:32][CH2:33][CH2:34][CH3:35]. The catalyst is O1CCOCC1. The product is [CH2:31]([O:36][C:37](=[O:38])[NH:23][C:21]1[CH:20]=[CH:19][N:18]=[C:17]([CH2:16][O:15][N:14]=[C:7]([C:6]2[N:2]([CH3:1])[CH:3]=[N:4][CH:5]=2)[C:8]2[CH:9]=[CH:10][CH:11]=[CH:12][CH:13]=2)[N:22]=1)[CH2:32][CH2:33][CH2:34][CH3:35]. The yield is 0.0900. (5) The reactants are [F:1][C:2]([F:14])([F:13])[O:3][C:4]1[CH:12]=[CH:11][C:7]([C:8](Cl)=[O:9])=[CH:6][CH:5]=1.[Sn](Cl)(Cl)(Cl)Cl.C[O:21][C:22]1[CH:26]=[CH:25][S:24][CH:23]=1.Cl. The catalyst is CCCCCCC.O.ClCCCl. The product is [OH:21][C:22]1[CH:26]=[CH:25][S:24][C:23]=1[C:8]([C:7]1[CH:11]=[CH:12][C:4]([O:3][C:2]([F:14])([F:13])[F:1])=[CH:5][CH:6]=1)=[O:9]. The yield is 0.530.